From a dataset of NCI-60 drug combinations with 297,098 pairs across 59 cell lines. Regression. Given two drug SMILES strings and cell line genomic features, predict the synergy score measuring deviation from expected non-interaction effect. (1) Drug 1: CC1C(C(CC(O1)OC2CC(CC3=C2C(=C4C(=C3O)C(=O)C5=C(C4=O)C(=CC=C5)OC)O)(C(=O)CO)O)N)O.Cl. Drug 2: CN(CCCl)CCCl.Cl. Cell line: MCF7. Synergy scores: CSS=20.6, Synergy_ZIP=-9.41, Synergy_Bliss=-1.68, Synergy_Loewe=-4.23, Synergy_HSA=0.255. (2) Drug 1: CCC1=C2CN3C(=CC4=C(C3=O)COC(=O)C4(CC)O)C2=NC5=C1C=C(C=C5)O. Drug 2: CS(=O)(=O)CCNCC1=CC=C(O1)C2=CC3=C(C=C2)N=CN=C3NC4=CC(=C(C=C4)OCC5=CC(=CC=C5)F)Cl. Cell line: SF-295. Synergy scores: CSS=2.48, Synergy_ZIP=3.52, Synergy_Bliss=4.78, Synergy_Loewe=-14.5, Synergy_HSA=1.86. (3) Drug 2: C1=NC2=C(N=C(N=C2N1C3C(C(C(O3)CO)O)F)Cl)N. Cell line: CAKI-1. Synergy scores: CSS=15.0, Synergy_ZIP=-6.78, Synergy_Bliss=-13.3, Synergy_Loewe=-16.9, Synergy_HSA=-12.9. Drug 1: CC12CCC(CC1=CCC3C2CCC4(C3CC=C4C5=CN=CC=C5)C)O. (4) Cell line: IGROV1. Drug 1: CC1C(C(CC(O1)OC2CC(CC3=C2C(=C4C(=C3O)C(=O)C5=C(C4=O)C(=CC=C5)OC)O)(C(=O)CO)O)N)O.Cl. Synergy scores: CSS=27.3, Synergy_ZIP=-9.05, Synergy_Bliss=-0.297, Synergy_Loewe=-0.534, Synergy_HSA=1.66. Drug 2: C1=NC2=C(N1)C(=S)N=CN2. (5) Drug 1: C1=CC(=CC=C1CCC2=CNC3=C2C(=O)NC(=N3)N)C(=O)NC(CCC(=O)O)C(=O)O. Drug 2: CC1=C(C(CCC1)(C)C)C=CC(=CC=CC(=CC(=O)O)C)C. Cell line: A549. Synergy scores: CSS=48.8, Synergy_ZIP=-6.94, Synergy_Bliss=-0.669, Synergy_Loewe=5.21, Synergy_HSA=5.96. (6) Drug 1: C1=CC(=CC=C1CCC2=CNC3=C2C(=O)NC(=N3)N)C(=O)NC(CCC(=O)O)C(=O)O. Drug 2: CCC(=C(C1=CC=CC=C1)C2=CC=C(C=C2)OCCN(C)C)C3=CC=CC=C3.C(C(=O)O)C(CC(=O)O)(C(=O)O)O. Cell line: MDA-MB-231. Synergy scores: CSS=4.56, Synergy_ZIP=-6.03, Synergy_Bliss=-9.59, Synergy_Loewe=-24.3, Synergy_HSA=-9.18.